Predict the reaction yield, written as a fraction of the theoretical maximum amount of product (1.0 means a 100% yield; for example, 0.34 means a 34% yield). From a dataset of Reaction yield outcomes from USPTO patents with 853,638 reactions. (1) The reactants are [CH3:1][O:2][C:3]1[CH:10]=[CH:9][C:6]([CH2:7][NH2:8])=[CH:5][CH:4]=1.Cl[C:12]1[C:21]2[C:16](=[CH:17][CH:18]=[CH:19][N:20]=2)[N:15]=[CH:14][CH:13]=1. The catalyst is CCCCO. The product is [CH3:1][O:2][C:3]1[CH:10]=[CH:9][C:6]([CH2:7][NH:8][C:12]2[C:21]3[C:16](=[CH:17][CH:18]=[CH:19][N:20]=3)[N:15]=[CH:14][CH:13]=2)=[CH:5][CH:4]=1. The yield is 0.890. (2) The reactants are [Cl:1][C:2]1[N:7]=[C:6]([C:8]2[CH:9]=[C:10]([CH:17]=[CH:18][CH:19]=2)[CH2:11]OS(C)(=O)=O)[CH:5]=[CH:4][N:3]=1.[C:20]([O:24][C:25]([N:27]1[CH2:32][CH2:31][NH:30][CH2:29][C@H:28]1[CH3:33])=[O:26])([CH3:23])([CH3:22])[CH3:21].C(N(C(C)C)CC)(C)C. The catalyst is COCCOC. The product is [C:20]([O:24][C:25]([N:27]1[CH2:32][CH2:31][N:30]([CH2:11][C:10]2[CH:17]=[CH:18][CH:19]=[C:8]([C:6]3[CH:5]=[CH:4][N:3]=[C:2]([Cl:1])[N:7]=3)[CH:9]=2)[CH2:29][C@H:28]1[CH3:33])=[O:26])([CH3:23])([CH3:21])[CH3:22]. The yield is 0.530. (3) No catalyst specified. The product is [OH:43][C:44]([C:21]1[CH:20]=[C:19]([N:18]2[C:14]([NH:13][C:12]([NH:11][C:1]3[C:10]4[C:5](=[CH:6][CH:7]=[CH:8][CH:9]=4)[CH:4]=[CH:3][CH:2]=3)=[O:36])=[CH:15][C:16]([C:30]3[CH:35]=[CH:34][CH:33]=[CH:32][CH:31]=3)=[N:17]2)[CH:29]=[CH:28][CH:27]=1)([CH3:40])[CH3:37]. The reactants are [C:1]1([NH:11][C:12](=[O:36])[NH:13][C:14]2[N:18]([C:19]3[CH:20]=[C:21]([CH:27]=[CH:28][CH:29]=3)C(OCC)=O)[N:17]=[C:16]([C:30]3[CH:35]=[CH:34][CH:33]=[CH:32][CH:31]=3)[CH:15]=2)[C:10]2[C:5](=[CH:6][CH:7]=[CH:8][CH:9]=2)[CH:4]=[CH:3][CH:2]=1.[CH3:37][Mg+].[Br-].[CH2:40]1[CH2:44][O:43]CC1. The yield is 0.880. (4) The reactants are C(O[C:4]([C:6]1[S:14][C:13]2[CH:12]=[CH:11][N:10]=[CH:9][C:8]=2[C:7]=1[NH:15][C:16]1[CH:21]=[CH:20][C:19]([I:22])=[CH:18][C:17]=1[F:23])=[O:5])C.[OH-].[Na+].[CH:26]([O:28][CH2:29][CH2:30][O:31][NH2:32])=[CH2:27].CCN=C=NCCCN(C)C.C1C=CC2N(O)N=NC=2C=1.CCN(C(C)C)C(C)C. The catalyst is C1COCC1.C(O)C. The product is [CH:26]([O:28][CH2:29][CH2:30][O:31][NH:32][C:4]([C:6]1[S:14][C:13]2[CH:12]=[CH:11][N:10]=[CH:9][C:8]=2[C:7]=1[NH:15][C:16]1[CH:21]=[CH:20][C:19]([I:22])=[CH:18][C:17]=1[F:23])=[O:5])=[CH2:27]. The yield is 0.650.